Dataset: Catalyst prediction with 721,799 reactions and 888 catalyst types from USPTO. Task: Predict which catalyst facilitates the given reaction. (1) Reactant: [CH3:1][C:2]1[C:11]([C:12]([F:15])([F:14])[F:13])=[CH:10][C:5]([C:6]([O:8][CH3:9])=[O:7])=[C:4]([O:16]C)[CH:3]=1.B(Br)(Br)Br.Cl. Product: [OH:16][C:4]1[CH:3]=[C:2]([CH3:1])[C:11]([C:12]([F:13])([F:14])[F:15])=[CH:10][C:5]=1[C:6]([O:8][CH3:9])=[O:7]. The catalyst class is: 4. (2) Reactant: [CH2:1]([O:3][C:4](=[O:18])[CH:5]([C:9]1[C:14]([F:15])=[CH:13][C:12]([OH:16])=[CH:11][C:10]=1[F:17])[O:6][CH2:7][CH3:8])[CH3:2].[CH3:19][O:20][C:21]1[CH:26]=[CH:25][C:24](B(O)O)=[CH:23][CH:22]=1.N1C=CC=CC=1. Product: [CH2:1]([O:3][C:4](=[O:18])[CH:5]([C:9]1[C:14]([F:15])=[CH:13][C:12]([O:16][C:24]2[CH:25]=[CH:26][C:21]([O:20][CH3:19])=[CH:22][CH:23]=2)=[CH:11][C:10]=1[F:17])[O:6][CH2:7][CH3:8])[CH3:2]. The catalyst class is: 749. (3) Reactant: O=[C:2]1[CH2:7][CH2:6][CH:5]([NH:8][C:9](=[O:18])[O:10][CH2:11][C:12]2[CH:17]=[CH:16][CH:15]=[CH:14][CH:13]=2)[CH2:4][CH2:3]1.[C:19]([O:23][C:24]([CH3:27])([CH3:26])[CH3:25])(=[O:22])[NH:20][NH2:21]. Product: [C:24]([O:23][C:19]([NH:20][N:21]=[C:2]1[CH2:7][CH2:6][CH:5]([NH:8][C:9]([O:10][CH2:11][C:12]2[CH:17]=[CH:16][CH:15]=[CH:14][CH:13]=2)=[O:18])[CH2:4][CH2:3]1)=[O:22])([CH3:27])([CH3:26])[CH3:25]. The catalyst class is: 5. (4) Reactant: [NH2:1][C@H:2]1[C:11]2[C:6](=[CH:7][CH:8]=[CH:9][CH:10]=2)[N:5]([C:12](=[O:14])[CH3:13])[C@@H:4]([CH:15]2[CH2:17][CH2:16]2)[C@@H:3]1[CH3:18].CC(C)([O-])C.[Na+].CN(C1C(C2C(P(C3CCCCC3)C3CCCCC3)=CC=CC=2)=CC=CC=1)C.Br[C:54]1[CH:55]=[C:56]([CH:66]=[CH:67][CH:68]=1)[CH2:57][NH:58][C:59](=[O:65])[O:60][C:61]([CH3:64])([CH3:63])[CH3:62]. Product: [C:12]([N:5]1[C:6]2[C:11](=[CH:10][CH:9]=[CH:8][CH:7]=2)[C@H:2]([NH:1][C:54]2[CH:55]=[C:56]([CH:66]=[CH:67][CH:68]=2)[CH2:57][NH:58][C:59](=[O:65])[O:60][C:61]([CH3:63])([CH3:64])[CH3:62])[C@@H:3]([CH3:18])[C@@H:4]1[CH:15]1[CH2:17][CH2:16]1)(=[O:14])[CH3:13]. The catalyst class is: 62. (5) Reactant: C(O)(=O)C.C(O)(=O)C.IC1C=CC=CC=1.[OH:16][C@@H:17]([CH3:47])[C@@H:18]([N:30]1[CH2:46][CH2:45][CH2:44][C:31]21[C:34](=[O:35])[N:33]([CH2:36][C:37](=[O:43])[N:38]1[CH2:42][CH2:41][CH2:40][CH2:39]1)[CH2:32]2)[C:19]([NH:21]C1C=CC(OC)=CC=1)=[O:20]. Product: [OH:16][C@H:17]([CH3:47])[C@H:18]([N:30]1[CH2:46][CH2:45][CH2:44][C:31]21[C:34](=[O:35])[N:33]([CH2:36][C:37](=[O:43])[N:38]1[CH2:39][CH2:40][CH2:41][CH2:42]1)[CH2:32]2)[C:19]([NH2:21])=[O:20]. The catalyst class is: 5. (6) Reactant: [N+:1]([CH:4]([CH3:15])[CH:5]([OH:14])[CH2:6][CH2:7][C:8]1[CH:13]=[CH:12][CH:11]=[CH:10][CH:9]=1)([O-:3])=[O:2].S(=O)(=O)(O)O.[C:21](OC(=O)C)(=[O:23])[CH3:22]. Product: [N+:1]([CH:4]([CH3:15])[CH:5]([O:14][C:21](=[O:23])[CH3:22])[CH2:6][CH2:7][C:8]1[CH:13]=[CH:12][CH:11]=[CH:10][CH:9]=1)([O-:3])=[O:2]. The catalyst class is: 2. (7) Reactant: Br[C:2]1[N:3]=[CH:4][N:5]([C:7]2[CH:12]=[CH:11][CH:10]=[CH:9][N:8]=2)[CH:6]=1.C(B(CC)[C:16]1[CH:17]=[N:18][CH:19]=[CH:20][CH:21]=1)C.C(=O)([O-])[O-].[K+].[K+]. Product: [N:18]1[CH:19]=[CH:20][CH:21]=[C:16]([C:2]2[N:3]=[CH:4][N:5]([C:7]3[CH:12]=[CH:11][CH:10]=[CH:9][N:8]=3)[CH:6]=2)[CH:17]=1. The catalyst class is: 108.